This data is from Reaction yield outcomes from USPTO patents with 853,638 reactions. The task is: Predict the reaction yield, written as a fraction of the theoretical maximum amount of product (1.0 means a 100% yield; for example, 0.34 means a 34% yield). The reactants are [F:1][C:2]1[C:11]2[CH:12]([CH2:14][NH:15][CH2:16][CH2:17][C@@H:18]3[O:22][C:21](=[O:23])[N:20]([C:24]4[CH:25]=[CH:26][C:27]5[S:32][CH2:31][C:30](=[O:33])[NH:29][C:28]=5[CH:34]=4)[CH2:19]3)[CH2:13][N:9]3[C:10]=2[C:5]([CH:6]=[CH:7][C:8]3=[O:35])=[CH:4][CH:3]=1.[Si:36]([O:43][CH2:44][CH2:45][CH:46]=O)([C:39]([CH3:42])([CH3:41])[CH3:40])([CH3:38])[CH3:37]. No catalyst specified. The product is [C:39]([Si:36]([CH3:38])([CH3:37])[O:43][CH2:44][CH2:45][CH2:46][N:15]([CH2:14][CH:12]1[C:11]2=[C:10]3[C:5](=[CH:4][CH:3]=[C:2]2[F:1])[CH:6]=[CH:7][C:8](=[O:35])[N:9]3[CH2:13]1)[CH2:16][CH2:17][C@@H:18]1[O:22][C:21](=[O:23])[N:20]([C:24]2[CH:25]=[CH:26][C:27]3[S:32][CH2:31][C:30](=[O:33])[NH:29][C:28]=3[CH:34]=2)[CH2:19]1)([CH3:42])([CH3:41])[CH3:40]. The yield is 0.870.